From a dataset of Full USPTO retrosynthesis dataset with 1.9M reactions from patents (1976-2016). Predict the reactants needed to synthesize the given product. (1) Given the product [NH2:1][C:2]1[CH:10]=[CH:9][C:5]([CH2:6][OH:7])=[CH:4][C:3]=1[O:11][C:12]([F:13])([F:14])[F:15], predict the reactants needed to synthesize it. The reactants are: [NH2:1][C:2]1[CH:10]=[CH:9][C:5]([C:6](O)=[O:7])=[CH:4][C:3]=1[O:11][C:12]([F:15])([F:14])[F:13].[H-].[Al+3].[Li+].[H-].[H-].[H-].O.[OH-].[Na+]. (2) Given the product [C:1]([O:9][CH2:10][C@@H:11]1[C:15]([O:17][C:18](=[O:20])[CH3:19])([CH3:16])[C@:14]([F:22])([CH3:21])[CH:13]([N:23]2[CH:31]=[N:30][C:29]3[C:24]2=[N:25][CH:26]=[N:27][C:28]=3[NH:38][CH2:37][C:36]2[CH:39]=[CH:40][CH:41]=[CH:42][C:35]=2[O:34][CH3:33])[O:12]1)(=[O:8])[C:2]1[CH:7]=[CH:6][CH:5]=[CH:4][CH:3]=1, predict the reactants needed to synthesize it. The reactants are: [C:1]([O:9][CH2:10][C@@H:11]1[C:15]([O:17][C:18](=[O:20])[CH3:19])([CH3:16])[C@:14]([F:22])([CH3:21])[CH:13]([N:23]2[CH:31]=[N:30][C:29]3[C:24]2=[N:25][CH:26]=[N:27][C:28]=3Cl)[O:12]1)(=[O:8])[C:2]1[CH:7]=[CH:6][CH:5]=[CH:4][CH:3]=1.[CH3:33][O:34][C:35]1[CH:42]=[CH:41][CH:40]=[CH:39][C:36]=1[CH2:37][NH2:38].O.